Task: Predict the reactants needed to synthesize the given product.. Dataset: Full USPTO retrosynthesis dataset with 1.9M reactions from patents (1976-2016) (1) The reactants are: Cl[C:2]1[C:7]([CH:8]([O:13][C:14]([CH3:17])([CH3:16])[CH3:15])[C:9]([O:11][CH3:12])=[O:10])=[C:6]([CH3:18])[N:5]=[C:4]2[S:19][C:20]3[CH2:25][CH2:24][CH2:23][CH2:22][C:21]=3[C:3]=12.C(=O)([O-])[O-].[K+].[K+].[CH3:32][N:33]1[CH:37]=[C:36](B2OC(C)(C)C(C)(C)O2)[CH:35]=[N:34]1.C(OCC)(=O)C. Given the product [CH3:18][C:6]1[N:5]=[C:4]2[S:19][C:20]3[CH2:25][CH2:24][CH2:23][CH2:22][C:21]=3[C:3]2=[C:2]([C:36]2[CH:35]=[N:34][N:33]([CH3:32])[CH:37]=2)[C:7]=1[CH:8]([O:13][C:14]([CH3:17])([CH3:16])[CH3:15])[C:9]([O:11][CH3:12])=[O:10], predict the reactants needed to synthesize it. (2) Given the product [CH2:27]([O:34][C:35](=[O:48])[CH:36]([NH:40][C:41]([O:43][C:44]([CH3:47])([CH3:46])[CH3:45])=[O:42])[CH2:37][CH2:38][I:25])[C:28]1[CH:33]=[CH:32][CH:31]=[CH:30][CH:29]=1, predict the reactants needed to synthesize it. The reactants are: C1(P(C2C=CC=CC=2)C2C=CC=CC=2)C=CC=CC=1.N1C=CN=C1.[I:25]I.[CH2:27]([O:34][C:35](=[O:48])[CH:36]([NH:40][C:41]([O:43][C:44]([CH3:47])([CH3:46])[CH3:45])=[O:42])[CH2:37][CH2:38]O)[C:28]1[CH:33]=[CH:32][CH:31]=[CH:30][CH:29]=1. (3) Given the product [F:1][C:2]1[CH:7]=[C:6]([NH:8][C:9]([N:17]2[CH:18]=[C:13]([F:12])[C:14](=[NH:21])[N:15]([CH3:20])[C:16]2=[O:19])=[O:10])[CH:5]=[C:4]([F:11])[CH:3]=1, predict the reactants needed to synthesize it. The reactants are: [F:1][C:2]1[CH:7]=[C:6]([N:8]=[C:9]=[O:10])[CH:5]=[C:4]([F:11])[CH:3]=1.[F:12][C:13]1[C:14](=[NH:21])[N:15]([CH3:20])[C:16](=[O:19])[NH:17][CH:18]=1. (4) Given the product [OH:35][C@H:31]([C@@H:30]([OH:39])[C:36]([OH:38])=[O:37])[C:32]([OH:34])=[O:33].[OH:28][C:22]1[CH:21]=[CH:20][C:19]([C@@H:18]([OH:29])[CH2:17][NH:16][C@H:6]([CH3:5])[CH2:7][C:8]2[CH:9]=[CH:10][C:11]([O:14][CH3:15])=[CH:12][CH:13]=2)=[CH:24][C:23]=1[NH:25][CH:26]=[O:27], predict the reactants needed to synthesize it. The reactants are: C(O)(C)C.[CH3:5][C@@H:6]([NH:16][CH2:17][C@H:18]([OH:29])[C:19]1[CH:20]=[CH:21][C:22]([OH:28])=[C:23]([NH:25][CH:26]=[O:27])[CH:24]=1)[CH2:7][C:8]1[CH:9]=[CH:10][C:11]([O:14][CH3:15])=[CH:12][CH:13]=1.[CH:30]([OH:39])([C:36]([OH:38])=[O:37])[CH:31]([OH:35])[C:32]([OH:34])=[O:33]. (5) The reactants are: [CH3:1][O:2][C:3]1[CH:4]=[C:5]2[C:10](=[CH:11][CH:12]=1)[CH:9]=[C:8](Br)[CH:7]=[CH:6]2.C([Li])CCC.[B:19](OC(C)C)([O:24]C(C)C)[O:20]C(C)C.C(OCC)(=O)C. Given the product [CH3:1][O:2][C:3]1[CH:4]=[C:5]2[C:10](=[CH:11][CH:12]=1)[CH:9]=[C:8]([B:19]([OH:24])[OH:20])[CH:7]=[CH:6]2, predict the reactants needed to synthesize it.